This data is from Full USPTO retrosynthesis dataset with 1.9M reactions from patents (1976-2016). The task is: Predict the reactants needed to synthesize the given product. (1) Given the product [Cl:1][C:2]1[CH:7]=[CH:6][C:5]([N:8]([CH3:19])[S:9]([CH3:12])(=[O:11])=[O:10])=[C:4]([C:17]#[N:18])[CH:3]=1, predict the reactants needed to synthesize it. The reactants are: [Cl:1][C:2]1[CH:7]=[CH:6][C:5]([N:8](S(C)(=O)=O)[S:9]([CH3:12])(=[O:11])=[O:10])=[C:4]([C:17]#[N:18])[CH:3]=1.[CH3:19]I. (2) Given the product [NH2:8][C:9]1[N:17]=[CH:16][N:15]=[C:14]2[C:10]=1[NH:11][C:12](=[O:30])[N:13]2[CH:18]1[CH2:22][CH2:21][N:20]([C:23]([O:25][C:26]([CH3:28])([CH3:27])[CH3:29])=[O:24])[CH2:19]1, predict the reactants needed to synthesize it. The reactants are: C([N:8](CC1C=CC=CC=1)[C:9]1[N:17]=[CH:16][N:15]=[C:14]2[C:10]=1[NH:11][C:12](=[O:30])[N:13]2[CH:18]1[CH2:22][CH2:21][N:20]([C:23]([O:25][C:26]([CH3:29])([CH3:28])[CH3:27])=[O:24])[CH2:19]1)C1C=CC=CC=1.[H][H]. (3) Given the product [CH:21](=[N:20][N:19]([C:13]1[CH:14]=[CH:15][C:16]([O:17][CH3:18])=[C:11]([F:10])[CH:12]=1)[C:1](=[O:8])[C:2]1[CH:7]=[CH:6][CH:5]=[CH:4][CH:3]=1)[CH3:22], predict the reactants needed to synthesize it. The reactants are: [C:1](Cl)(=[O:8])[C:2]1[CH:7]=[CH:6][CH:5]=[CH:4][CH:3]=1.[F:10][C:11]1[CH:12]=[C:13]([NH:19][N:20]=[CH:21][CH3:22])[CH:14]=[CH:15][C:16]=1[O:17][CH3:18]. (4) Given the product [CH:1]([C:4]1[C:8]([CH2:9][O:10][C:11]2[CH:15]=[C:14](/[CH:16]=[CH:37]/[C:38]([O:40][CH2:41][CH3:42])=[O:39])[N:13]([CH3:18])[N:12]=2)=[CH:7][N:6]([C:19]2[CH:24]=[CH:23][C:22]([C:25]([F:26])([F:28])[F:27])=[CH:21][N:20]=2)[N:5]=1)([CH3:3])[CH3:2], predict the reactants needed to synthesize it. The reactants are: [CH:1]([C:4]1[C:8]([CH2:9][O:10][C:11]2[CH:15]=[C:14]([CH:16]=O)[N:13]([CH3:18])[N:12]=2)=[CH:7][N:6]([C:19]2[CH:24]=[CH:23][C:22]([C:25]([F:28])([F:27])[F:26])=[CH:21][N:20]=2)[N:5]=1)([CH3:3])[CH3:2].C(OP([CH2:37][C:38]([O:40][CH2:41][CH3:42])=[O:39])(OCC)=O)C.CN(C)C=O.[H-].[Na+]. (5) The reactants are: Cl[C:2]1[CH:3]=[CH:4][C:5]2[N:6]([CH:8]=[CH:9][N:10]=2)[N:7]=1.[NH2:11][C@H:12]1[CH2:17][CH2:16][C@H:15]([OH:18])[CH2:14][CH2:13]1.CC(C)([O-])C.[Na+].ClCCl. Given the product [N:10]1[CH:9]=[CH:8][N:6]2[C:5]=1[CH:4]=[CH:3][C:2]([NH:11][C@H:12]1[CH2:17][CH2:16][C@H:15]([OH:18])[CH2:14][CH2:13]1)=[N:7]2, predict the reactants needed to synthesize it. (6) Given the product [ClH:14].[F:1][C:2]([F:12])([F:13])[C:3]1[CH:11]=[CH:10][C:6]([CH2:7][NH2:8])=[CH:5][CH:4]=1, predict the reactants needed to synthesize it. The reactants are: [F:1][C:2]([F:13])([F:12])[C:3]1[CH:11]=[CH:10][C:6]([CH:7]=[N:8]O)=[CH:5][CH:4]=1.[ClH:14].